From a dataset of Catalyst prediction with 721,799 reactions and 888 catalyst types from USPTO. Predict which catalyst facilitates the given reaction. (1) Product: [Cl:1][C:2]1[CH:7]=[CH:6][CH:5]=[CH:4][C:3]=1[N:8]1[C:12](=[O:13])[C:11]([C:14]([NH:18][C:19]2[CH:40]=[CH:39][C:22]([O:23][C:24]3[CH:25]=[CH:26][C:27]4[N:28]([CH:30]=[C:31]([NH:33][C:34]([CH:36]5[CH2:38][CH2:37]5)=[O:35])[N:32]=4)[CH:29]=3)=[C:21]([F:41])[CH:20]=2)=[O:16])=[CH:10][N:9]1[CH3:17]. The catalyst class is: 9. Reactant: [Cl:1][C:2]1[CH:7]=[CH:6][CH:5]=[CH:4][C:3]=1[N:8]1[C:12](=[O:13])[C:11]([C:14]([OH:16])=O)=[CH:10][N:9]1[CH3:17].[NH2:18][C:19]1[CH:40]=[CH:39][C:22]([O:23][C:24]2[CH:25]=[CH:26][C:27]3[N:28]([CH:30]=[C:31]([NH:33][C:34]([CH:36]4[CH2:38][CH2:37]4)=[O:35])[N:32]=3)[CH:29]=2)=[C:21]([F:41])[CH:20]=1.CN(C(ON1N=NC2C=CC=NC1=2)=[N+](C)C)C.F[P-](F)(F)(F)(F)F.C(N(CC)C(C)C)(C)C. (2) Reactant: C(N(CC)CC)C.[N:8]1[CH:13]=[CH:12][CH:11]=[CH:10][C:9]=1[C:14]#[C:15][C:16]1[CH:17]=[C:18]([CH:22]=[CH:23][C:24]=1[C:25]([F:28])([F:27])[F:26])[C:19]([OH:21])=O.Cl.CN(C)CCCN=C=NCC.ON1C2N=CC=CC=2N=N1.[N:51]1([C:57]2[C:61]3[CH:62]=[CH:63][CH:64]=[CH:65][C:60]=3[O:59][N:58]=2)[CH2:56][CH2:55][NH:54][CH2:53][CH2:52]1. Product: [N:8]1[CH:13]=[CH:12][CH:11]=[CH:10][C:9]=1[C:14]#[C:15][C:16]1[CH:17]=[C:18]([C:19]([N:54]2[CH2:55][CH2:56][N:51]([C:57]3[C:61]4[CH:62]=[CH:63][CH:64]=[CH:65][C:60]=4[O:59][N:58]=3)[CH2:52][CH2:53]2)=[O:21])[CH:22]=[CH:23][C:24]=1[C:25]([F:28])([F:27])[F:26]. The catalyst class is: 4. (3) Reactant: [C:1]1([S:7]([N:10]2[C:18]3[C:13](=[CH:14][CH:15]=[C:16]([O:19][CH3:20])[CH:17]=3)[C:12]([CH2:21][C:22]3[N:27]=[C:26]([C:28]([O:30]CC4C=CC=CC=4)=[O:29])[CH:25]=[CH:24][CH:23]=3)=[C:11]2[C:38]2[CH:43]=[CH:42][CH:41]=[CH:40][CH:39]=2)(=[O:9])=[O:8])[CH:6]=[CH:5][CH:4]=[CH:3][CH:2]=1. Product: [C:1]1([S:7]([N:10]2[C:18]3[C:13](=[CH:14][CH:15]=[C:16]([O:19][CH3:20])[CH:17]=3)[C:12]([CH2:21][C:22]3[N:27]=[C:26]([C:28]([OH:30])=[O:29])[CH:25]=[CH:24][CH:23]=3)=[C:11]2[C:38]2[CH:43]=[CH:42][CH:41]=[CH:40][CH:39]=2)(=[O:9])=[O:8])[CH:2]=[CH:3][CH:4]=[CH:5][CH:6]=1. The catalyst class is: 78. (4) Reactant: [CH2:1]([O:8][CH:9]1[CH2:14][CH2:13][C:12](=[O:15])[CH2:11][CH2:10]1)[C:2]1[CH:7]=[CH:6][CH:5]=[CH:4][CH:3]=1.CCN(C(C)C)C(C)C.[Si:25](OS(C(F)(F)F)(=O)=O)([C:28]([CH3:31])([CH3:30])[CH3:29])([CH3:27])[CH3:26].O. Product: [CH2:1]([O:8][CH:9]1[CH2:14][CH2:13][C:12]([O:15][Si:25]([C:28]([CH3:31])([CH3:30])[CH3:29])([CH3:27])[CH3:26])=[CH:11][CH2:10]1)[C:2]1[CH:7]=[CH:6][CH:5]=[CH:4][CH:3]=1. The catalyst class is: 2.